This data is from Reaction yield outcomes from USPTO patents with 853,638 reactions. The task is: Predict the reaction yield, written as a fraction of the theoretical maximum amount of product (1.0 means a 100% yield; for example, 0.34 means a 34% yield). The reactants are [NH:1]([C:3]1[CH:8]=[C:7]([C:9]#[N:10])[CH:6]=[CH:5][N:4]=1)[NH2:2].[Cl:11][C:12]1[CH:17]=[CH:16][C:15]([CH2:18][C:19](=O)[CH2:20][C:21](OCC)=[O:22])=[CH:14][CH:13]=1. No catalyst specified. The product is [Cl:11][C:12]1[CH:13]=[CH:14][C:15]([CH2:18][C:19]2[CH:20]=[C:21]([OH:22])[N:1]([C:3]3[CH:8]=[C:7]([C:9]#[N:10])[CH:6]=[CH:5][N:4]=3)[N:2]=2)=[CH:16][CH:17]=1. The yield is 0.320.